Dataset: NCI-60 drug combinations with 297,098 pairs across 59 cell lines. Task: Regression. Given two drug SMILES strings and cell line genomic features, predict the synergy score measuring deviation from expected non-interaction effect. (1) Drug 1: C1=CC(=CC=C1CCC2=CNC3=C2C(=O)NC(=N3)N)C(=O)NC(CCC(=O)O)C(=O)O. Cell line: MDA-MB-435. Drug 2: COC1=NC(=NC2=C1N=CN2C3C(C(C(O3)CO)O)O)N. Synergy scores: CSS=14.1, Synergy_ZIP=4.33, Synergy_Bliss=8.89, Synergy_Loewe=-6.12, Synergy_HSA=5.06. (2) Drug 1: C1CCN(CC1)CCOC2=CC=C(C=C2)C(=O)C3=C(SC4=C3C=CC(=C4)O)C5=CC=C(C=C5)O. Drug 2: CN(C)C1=NC(=NC(=N1)N(C)C)N(C)C. Cell line: MOLT-4. Synergy scores: CSS=-5.30, Synergy_ZIP=-0.977, Synergy_Bliss=-10.5, Synergy_Loewe=-25.0, Synergy_HSA=-12.4. (3) Drug 1: C(CC(=O)O)C(=O)CN.Cl. Drug 2: CC(C)CN1C=NC2=C1C3=CC=CC=C3N=C2N. Cell line: HCT116. Synergy scores: CSS=7.95, Synergy_ZIP=-3.93, Synergy_Bliss=-3.53, Synergy_Loewe=0.0472, Synergy_HSA=-1.41.